Dataset: NCI-60 drug combinations with 297,098 pairs across 59 cell lines. Task: Regression. Given two drug SMILES strings and cell line genomic features, predict the synergy score measuring deviation from expected non-interaction effect. Drug 1: C1CCN(CC1)CCOC2=CC=C(C=C2)C(=O)C3=C(SC4=C3C=CC(=C4)O)C5=CC=C(C=C5)O. Drug 2: C1C(C(OC1N2C=NC3=C2NC=NCC3O)CO)O. Cell line: HS 578T. Synergy scores: CSS=1.95, Synergy_ZIP=3.34, Synergy_Bliss=5.51, Synergy_Loewe=3.40, Synergy_HSA=1.67.